This data is from Forward reaction prediction with 1.9M reactions from USPTO patents (1976-2016). The task is: Predict the product of the given reaction. (1) Given the reactants [F:1][C:2]1[CH:7]=[CH:6][C:5]([C:8]2[O:9][C:10]3[CH:20]=[C:19]([NH:21][S:22]([CH3:25])(=[O:24])=[O:23])[C:18]([C:26]4[CH:31]=[CH:30][CH:29]=[CH:28][CH:27]=4)=[CH:17][C:11]=3[C:12]=2[C:13]([NH:15][CH3:16])=[O:14])=[CH:4][CH:3]=1.C1C=CC2N([OH:41])N=NC=2C=1.CCN=C=NC[CH2:48][CH2:49]N(C)C.CN.CCN(CC)CC, predict the reaction product. The product is: [F:1][C:2]1[CH:3]=[CH:4][C:5]([C:8]2[O:9][C:10]3[CH:20]=[C:19]([N:21]([CH2:48][CH2:49][OH:41])[S:22]([CH3:25])(=[O:23])=[O:24])[C:18]([C:26]4[CH:27]=[CH:28][CH:29]=[CH:30][CH:31]=4)=[CH:17][C:11]=3[C:12]=2[C:13]([NH:15][CH3:16])=[O:14])=[CH:6][CH:7]=1. (2) The product is: [F:41][C:38]1[CH:39]=[CH:40][C:35]([N:29]2[C:30]([C:31]([F:34])([F:33])[F:32])=[C:26]([C:24]([NH:23][CH:4]([CH2:5][C:6]3[CH:11]=[CH:10][C:9]([C:12]4[CH:17]=[CH:16][C:15]([O:18][C:19]([F:22])([F:20])[F:21])=[CH:14][CH:13]=4)=[CH:8][CH:7]=3)[C:3]([OH:42])=[O:2])=[O:25])[CH:27]=[N:28]2)=[CH:36][CH:37]=1. Given the reactants C[O:2][C:3](=[O:42])[CH:4]([NH:23][C:24]([C:26]1[CH:27]=[N:28][N:29]([C:35]2[CH:40]=[CH:39][C:38]([F:41])=[CH:37][CH:36]=2)[C:30]=1[C:31]([F:34])([F:33])[F:32])=[O:25])[CH2:5][C:6]1[CH:11]=[CH:10][C:9]([C:12]2[CH:17]=[CH:16][C:15]([O:18][C:19]([F:22])([F:21])[F:20])=[CH:14][CH:13]=2)=[CH:8][CH:7]=1.[Li+].[OH-].FC1C=CC(N2C(C(F)(F)F)=C(C(NC(CC3C=CC(C4C=CC(C(F)(F)F)=CC=4)=CC=3)C(O)=O)=O)C=N2)=CC=1, predict the reaction product. (3) Given the reactants [NH:1]=[C:2]([NH:4][NH:5][C:6](=O)[C:7]1[CH:12]=[CH:11][C:10]([O:13][CH3:14])=[CH:9][CH:8]=1)[CH3:3], predict the reaction product. The product is: [CH3:14][O:13][C:10]1[CH:11]=[CH:12][C:7]([C:6]2[N:1]=[C:2]([CH3:3])[NH:4][N:5]=2)=[CH:8][CH:9]=1. (4) The product is: [F:5][C:6]1[CH:7]=[C:8]([CH:12]=[CH:13][CH:14]=1)[C:9]([N:3]=[C:2]=[S:1])=[O:10]. Given the reactants [S-:1][C:2]#[N:3].[K+].[F:5][C:6]1[CH:7]=[C:8]([CH:12]=[CH:13][CH:14]=1)[C:9](Cl)=[O:10], predict the reaction product. (5) The product is: [NH:1]1[CH:5]=[CH:4][CH:3]=[C:2]1[C:6](=[N:12][NH2:13])[NH2:7]. Given the reactants [NH:1]1[CH:5]=[CH:4][CH:3]=[C:2]1[C:6]#[N:7].C[O-].[Na+].O.[NH2:12][NH2:13], predict the reaction product. (6) The product is: [O:38]1[CH2:37][CH:36]=[C:35]([C:2]2[N:7]=[C:6]3[CH2:8][N:9]([C:11]([C:13]4[CH:18]=[C:17]([S:19]([CH3:22])(=[O:20])=[O:21])[CH:16]=[CH:15][C:14]=4[O:23][C@@H:24]([CH3:29])[C:25]([F:28])([F:26])[F:27])=[O:12])[CH2:10][C:5]3=[CH:4][CH:3]=2)[CH2:40][CH2:39]1. Given the reactants Cl[C:2]1[N:7]=[C:6]2[CH2:8][N:9]([C:11]([C:13]3[CH:18]=[C:17]([S:19]([CH3:22])(=[O:21])=[O:20])[CH:16]=[CH:15][C:14]=3[O:23][C@@H:24]([CH3:29])[C:25]([F:28])([F:27])[F:26])=[O:12])[CH2:10][C:5]2=[CH:4][CH:3]=1.C([Sn](CCCC)(CCCC)[C:35]1[CH2:36][CH2:37][O:38][CH2:39][CH:40]=1)CCC, predict the reaction product.